Task: Predict which catalyst facilitates the given reaction.. Dataset: Catalyst prediction with 721,799 reactions and 888 catalyst types from USPTO (1) Reactant: [Br:1][C:2]1[CH:11]=[CH:10][C:5]([C:6]([O:8][CH3:9])=[O:7])=[CH:4][C:3]=1[CH2:12]Br.[C:14]([O-:17])(=[O:16])[CH3:15].[Na+]. Product: [C:14]([O:17][CH2:12][C:3]1[CH:4]=[C:5]([CH:10]=[CH:11][C:2]=1[Br:1])[C:6]([O:8][CH3:9])=[O:7])(=[O:16])[CH3:15]. The catalyst class is: 52. (2) Reactant: Cl.[NH2:2][C:3]1[C:12]2[N:13]=[C:14]([CH2:21][CH2:22][C:23]3([CH3:28])OCC[O:24]3)[N:15]([CH2:16][C:17]([CH3:20])([OH:19])[CH3:18])[C:11]=2[C:10]2[CH:9]=[CH:8][CH:7]=[CH:6][C:5]=2[N:4]=1.[OH-].[Na+].ClCCl. The catalyst class is: 6. Product: [NH2:2][C:3]1[C:12]2[N:13]=[C:14]([CH2:21][CH2:22][C:23](=[O:24])[CH3:28])[N:15]([CH2:16][C:17]([OH:19])([CH3:18])[CH3:20])[C:11]=2[C:10]2[CH:9]=[CH:8][CH:7]=[CH:6][C:5]=2[N:4]=1. (3) Reactant: CO[CH:3]([O:10][CH3:11])[C:4]1[CH:9]=[CH:8][CH:7]=[CH:6][CH:5]=1.[C:12]1(C)C=CC(S([O-])(=O)=O)=C[CH:13]=1.[NH+]1C=CC=C[CH:24]=1.[OH-:29].[Na+]. Product: [CH3:12][C@@H:13]1[C@@H:11]([CH3:24])[O:10][CH:3]([C:4]2[CH:9]=[CH:8][CH:7]=[CH:6][CH:5]=2)[O:29]1. The catalyst class is: 11. (4) Reactant: C([O:3][C:4](=[O:39])[CH2:5][CH2:6][C:7]1[CH:12]=[CH:11][C:10]([O:13][C:14]2[CH:19]=[C:18]([CH:20]([NH:22][C:23](=[O:35])[C:24]3[CH:29]=[CH:28][C:27]([C:30]([F:33])([F:32])[F:31])=[CH:26][C:25]=3[CH3:34])[CH3:21])[CH:17]=[C:16]([F:36])[CH:15]=2)=[CH:9][C:8]=1[CH2:37][CH3:38])C.O.[OH-].[Li+].Cl. Product: [CH2:37]([C:8]1[CH:9]=[C:10]([O:13][C:14]2[CH:19]=[C:18]([CH:20]([NH:22][C:23](=[O:35])[C:24]3[CH:29]=[CH:28][C:27]([C:30]([F:33])([F:32])[F:31])=[CH:26][C:25]=3[CH3:34])[CH3:21])[CH:17]=[C:16]([F:36])[CH:15]=2)[CH:11]=[CH:12][C:7]=1[CH2:6][CH2:5][C:4]([OH:39])=[O:3])[CH3:38]. The catalyst class is: 38. (5) Reactant: [F:1][C:2]([F:30])([F:29])/[C:3](/[C:18]1[CH:23]=[CH:22][C:21]([N:24]2[CH:28]=[CH:27][CH:26]=[N:25]2)=[CH:20][CH:19]=1)=[CH:4]\[C:5]1[NH:6][CH:7]=[C:8]([CH2:10][C:11]2([C:14]([F:17])([F:16])[F:15])[CH2:13][CH2:12]2)[N:9]=1.[H-].[Na+].[CH3:33][N:34]([CH3:39])[S:35](Cl)(=[O:37])=[O:36]. Product: [CH3:33][N:34]([CH3:39])[S:35]([N:6]1[CH:7]=[C:8]([CH2:10][C:11]2([C:14]([F:15])([F:16])[F:17])[CH2:12][CH2:13]2)[N:9]=[C:5]1/[CH:4]=[C:3](/[C:18]1[CH:19]=[CH:20][C:21]([N:24]2[CH:28]=[CH:27][CH:26]=[N:25]2)=[CH:22][CH:23]=1)\[C:2]([F:1])([F:29])[F:30])(=[O:37])=[O:36]. The catalyst class is: 7. (6) Reactant: [C:1]([CH2:3][C:4]([O:6][CH3:7])=[O:5])#[N:2].[CH2:8]1CCN2C(=NCCC2)C[CH2:9]1.ICC.O. Product: [C:1]([CH:3]([CH2:8][CH3:9])[C:4]([O:6][CH3:7])=[O:5])#[N:2]. The catalyst class is: 31.